From a dataset of Full USPTO retrosynthesis dataset with 1.9M reactions from patents (1976-2016). Predict the reactants needed to synthesize the given product. (1) Given the product [F:28][C:18]1[CH:19]=[CH:20][CH:21]=[C:22]([N:23]2[N:27]=[CH:26][CH:25]=[N:24]2)[C:17]=1[C:16]([N:12]1[CH2:13][CH:14]2[CH:10]([CH2:9][NH:8][CH2:15]2)[CH2:11]1)=[O:29], predict the reactants needed to synthesize it. The reactants are: C(OC([N:8]1[CH2:15][CH:14]2[CH:10]([CH2:11][N:12]([C:16](=[O:29])[C:17]3[C:22]([N:23]4[N:27]=[CH:26][CH:25]=[N:24]4)=[CH:21][CH:20]=[CH:19][C:18]=3[F:28])[CH2:13]2)[CH2:9]1)=O)(C)(C)C.C(O)(C(F)(F)F)=O. (2) Given the product [CH3:1][S:2]([O:21][CH2:20][CH:17]1[CH2:16][CH2:15][CH:14]([CH2:13][O:6][C:7]2[CH:8]=[CH:9][CH:10]=[CH:11][CH:12]=2)[O:19][CH2:18]1)(=[O:4])=[O:3], predict the reactants needed to synthesize it. The reactants are: [CH3:1][S:2](Cl)(=[O:4])=[O:3].[O:6]([CH2:13][CH:14]1[O:19][CH2:18][CH:17]([CH2:20][OH:21])[CH2:16][CH2:15]1)[C:7]1[CH:12]=[CH:11][CH:10]=[CH:9][CH:8]=1.C(N(CC)CC)C.C([O-])(O)=O.[Na+]. (3) Given the product [C:1]([C:3]1[CH:4]=[C:5]([C:9]2[CH:10]=[C:11]([CH:16]=[C:17]([CH2:19][N:21]=[N+:22]=[N-:23])[CH:18]=2)[C:12]([O:14][CH3:15])=[O:13])[CH:6]=[CH:7][CH:8]=1)#[N:2], predict the reactants needed to synthesize it. The reactants are: [C:1]([C:3]1[CH:4]=[C:5]([C:9]2[CH:10]=[C:11]([CH:16]=[C:17]([CH2:19]Br)[CH:18]=2)[C:12]([O:14][CH3:15])=[O:13])[CH:6]=[CH:7][CH:8]=1)#[N:2].[N-:21]=[N+:22]=[N-:23].[Na+].O.C(OCC)(=O)C. (4) Given the product [CH3:11][O:12][C:13](=[O:14])[C:9]([OH:10])=[CH:8][C:7](=[O:17])[N:6]([CH2:5][C:4]1[CH:20]=[CH:21][CH:22]=[C:2]([F:1])[CH:3]=1)[O:18][CH3:19], predict the reactants needed to synthesize it. The reactants are: [F:1][C:2]1[CH:3]=[C:4]([CH:20]=[CH:21][CH:22]=1)[CH2:5][N:6]([O:18][CH3:19])[C:7](=[O:17])[CH:8]=[C:9]1[C:13](=[O:14])[O:12][C:11](C)(C)[O:10]1. (5) Given the product [F:21][C:9]1[C:10]2[O:16][CH:15]([CH3:14])[N:13]([CH3:17])[C:12](=[O:18])[C:11]=2[CH:19]=[CH:20][C:8]=1[O:48][C:46]1[CH:45]=[C:35]([CH:34]=[C:33]([O:32][C@@H:31]([CH3:49])[CH2:30][OH:29])[CH:47]=1)[C:36]([NH:38][C:39]1[CH:43]=[CH:42][N:41]([CH3:44])[N:40]=1)=[O:37], predict the reactants needed to synthesize it. The reactants are: C(=O)([O-])[O-].[K+].[K+].F[C:8]1[CH:20]=[CH:19][C:11]2[C:12](=[O:18])[N:13]([CH3:17])[CH2:14][CH2:15][O:16][C:10]=2[C:9]=1[F:21].[Si]([O:29][CH2:30][C@H:31]([CH3:49])[O:32][C:33]1[CH:34]=[C:35]([CH:45]=[C:46]([OH:48])[CH:47]=1)[C:36]([NH:38][C:39]1[CH:43]=[CH:42][N:41]([CH3:44])[N:40]=1)=[O:37])(C(C)(C)C)(C)C. (6) Given the product [CH2:32]([CH:27]([CH2:28][CH2:29][CH2:30][CH3:31])[CH2:26][C:25]1[CH:24]=[CH:23][Te:22][CH:21]=1)[CH3:33], predict the reactants needed to synthesize it. The reactants are: IC1[Te]C(I)=CC=1CCCCCCCCCCCC.I[C:21]1[Te:22][C:23](I)=[CH:24][C:25]=1[CH2:26][CH:27]([CH2:32][CH3:33])[CH2:28][CH2:29][CH2:30][CH3:31].